This data is from Reaction yield outcomes from USPTO patents with 853,638 reactions. The task is: Predict the reaction yield, written as a fraction of the theoretical maximum amount of product (1.0 means a 100% yield; for example, 0.34 means a 34% yield). (1) The reactants are [OH:1][C:2]1[CH:7]=[C:6]([CH3:8])[C:5]([C:9]2[CH:14]=[CH:13][CH:12]=[C:11]([CH:15]=[O:16])[CH:10]=2)=[C:4]([CH3:17])[CH:3]=1.[Si:18](Cl)([C:21]([CH3:24])([CH3:23])[CH3:22])([CH3:20])[CH3:19].N1C=CN=C1. The catalyst is CN(C)C=O. The product is [Si:18]([O:1][C:2]1[CH:7]=[C:6]([CH3:8])[C:5]([C:9]2[CH:14]=[CH:13][CH:12]=[C:11]([CH:15]=[O:16])[CH:10]=2)=[C:4]([CH3:17])[CH:3]=1)([C:21]([CH3:24])([CH3:23])[CH3:22])([CH3:20])[CH3:19]. The yield is 0.920. (2) The reactants are [CH:1]([C:3]1[CH:4]=[C:5]([CH:9]=[CH:10][CH:11]=1)[C:6]([OH:8])=[O:7])=O.[OH:12][C:13]1[CH:18]=[CH:17][C:16]([C:19](=[O:21])[CH3:20])=[CH:15][C:14]=1[CH3:22].[OH-].[K+].Cl. The catalyst is CO.O. The product is [OH:12][C:13]1[CH:18]=[CH:17][C:16]([C:19](=[O:21])/[CH:20]=[CH:1]/[C:3]2[CH:4]=[C:5]([CH:9]=[CH:10][CH:11]=2)[C:6]([OH:8])=[O:7])=[CH:15][C:14]=1[CH3:22]. The yield is 0.670.